From a dataset of Drug-target binding data from BindingDB patent sources. Regression. Given a target protein amino acid sequence and a drug SMILES string, predict the binding affinity score between them. We predict pAffinity (pAffinity = -log10(affinity in M)). Dataset: bindingdb_patent. (1) The drug is COc1ccc(cc1)C1CN(C1)[C@H](C)c1nn2c(ncc2c(=O)[nH]1)C1CCOCC1. The target protein (O76083) has sequence MGSGSSSYRPKAIYLDIDGRIQKVIFSKYCNSSDIMDLFCIATGLPRNTTISLLTTDDAMVSIDPTMPANSERTPYKVRPVAIKQLSAGVEDKRTTSRGQSAERPLRDRRVVGLEQPRREGAFESGQVEPRPREPQGCYQEGQRIPPEREELIQSVLAQVAEQFSRAFKINELKAEVANHLAVLEKRVELEGLKVVEIEKCKSDIKKMREELAARSSRTNCPCKYSFLDNHKKLTPRRDVPTYPKYLLSPETIEALRKPTFDVWLWEPNEMLSCLEHMYHDLGLVRDFSINPVTLRRWLFCVHDNYRNNPFHNFRHCFCVAQMMYSMVWLCSLQEKFSQTDILILMTAAICHDLDHPGYNNTYQINARTELAVRYNDISPLENHHCAVAFQILAEPECNIFSNIPPDGFKQIRQGMITLILATDMARHAEIMDSFKEKMENFDYSNEEHMTLLKMILIKCCDISNEVRPMEVAEPWVDCLLEEYFMQSDREKSEGLPVAP.... The pAffinity is 7.7. (2) The compound is COc1ccccc1C1CCCN1C(=O)CNC(=O)NCc1ccc(N)cc1. The target protein (P23284) has sequence MLRLSERNMKVLLAAALIAGSVFFLLLPGPSAADEKKKGPKVTVKVYFDLRIGDEDVGRVIFGLFGKTVPKTVDNFVALATGEKGFGYKNSKFHRVIKDFMIQGGDFTRGDGTGGKSIYGERFPDENFKLKHYGPGWVSMANAGKDTNGSQFFITTVKTAWLDGKHVVFGKVLEGMEVVRKVESTKTDSRDKPLKDVIIADCGKIEVEKPFAIAKE. The pAffinity is 5.9.